From a dataset of TCR-epitope binding with 47,182 pairs between 192 epitopes and 23,139 TCRs. Binary Classification. Given a T-cell receptor sequence (or CDR3 region) and an epitope sequence, predict whether binding occurs between them. (1) The epitope is LLWNGPMAV. The TCR CDR3 sequence is CASSQPQGPTDTQYF. Result: 0 (the TCR does not bind to the epitope). (2) The epitope is YLDAYNMMI. The TCR CDR3 sequence is CASTGRSWGTDTQYF. Result: 1 (the TCR binds to the epitope).